This data is from Reaction yield outcomes from USPTO patents with 853,638 reactions. The task is: Predict the reaction yield, written as a fraction of the theoretical maximum amount of product (1.0 means a 100% yield; for example, 0.34 means a 34% yield). (1) The reactants are C[O:2][C:3](=[O:31])[C:4]1[CH:9]=[C:8]([Cl:10])[CH:7]=[CH:6][C:5]=1[O:11][CH2:12][C:13]([N:15]1[CH2:20][C@H:19]([CH3:21])[N:18]([CH2:22][C:23]2[CH:28]=[CH:27][C:26]([F:29])=[CH:25][CH:24]=2)[CH2:17][C@H:16]1[CH3:30])=[O:14].O.[OH-].[Li+].C(OCC)C. The catalyst is O1CCCC1.CO.O.ClCCl. The product is [Cl:10][C:8]1[CH:7]=[CH:6][C:5]([O:11][CH2:12][C:13]([N:15]2[CH2:20][C@H:19]([CH3:21])[N:18]([CH2:22][C:23]3[CH:24]=[CH:25][C:26]([F:29])=[CH:27][CH:28]=3)[CH2:17][C@H:16]2[CH3:30])=[O:14])=[C:4]([CH:9]=1)[C:3]([OH:31])=[O:2]. The yield is 0.350. (2) The reactants are [CH3:1][C:2]1[C:7]([CH3:8])=[CH:6][CH:5]=[CH:4][C:3]=1[OH:9].[H-].[Na+].I[CH2:13][C:14]([NH2:16])=[O:15]. The product is [CH3:1][C:2]1[C:7]([CH3:8])=[CH:6][CH:5]=[CH:4][C:3]=1[O:9][CH2:13][C:14]([NH2:16])=[O:15]. The yield is 0.830. The catalyst is CN(C=O)C. (3) The reactants are [Br:1][C:2]1[CH:16]=[C:15](/[CH:17]=[CH:18]/[CH:19]([C:24]2[CH:29]=[C:28]([Cl:30])[C:27]([Cl:31])=[C:26]([Cl:32])[CH:25]=2)[C:20]([F:23])([F:22])[F:21])[CH:14]=[CH:13][C:3]=1[C:4]([NH:6][CH:7]1[CH2:12][CH2:11][NH:10][CH2:9][CH2:8]1)=[O:5].Br[CH2:34][C:35]#[N:36]. The catalyst is C1COCC1.C(OCC)(=O)C. The product is [Br:1][C:2]1[CH:16]=[C:15](/[CH:17]=[CH:18]/[CH:19]([C:24]2[CH:25]=[C:26]([Cl:32])[C:27]([Cl:31])=[C:28]([Cl:30])[CH:29]=2)[C:20]([F:23])([F:21])[F:22])[CH:14]=[CH:13][C:3]=1[C:4]([NH:6][CH:7]1[CH2:12][CH2:11][N:10]([CH2:34][C:35]#[N:36])[CH2:9][CH2:8]1)=[O:5]. The yield is 0.468.